This data is from NCI-60 drug combinations with 297,098 pairs across 59 cell lines. The task is: Regression. Given two drug SMILES strings and cell line genomic features, predict the synergy score measuring deviation from expected non-interaction effect. (1) Drug 1: CC1=CC=C(C=C1)C2=CC(=NN2C3=CC=C(C=C3)S(=O)(=O)N)C(F)(F)F. Drug 2: C(CCl)NC(=O)N(CCCl)N=O. Cell line: DU-145. Synergy scores: CSS=0.528, Synergy_ZIP=1.79, Synergy_Bliss=2.70, Synergy_Loewe=-1.82, Synergy_HSA=-2.01. (2) Drug 1: CS(=O)(=O)C1=CC(=C(C=C1)C(=O)NC2=CC(=C(C=C2)Cl)C3=CC=CC=N3)Cl. Drug 2: CC(C)CN1C=NC2=C1C3=CC=CC=C3N=C2N. Cell line: CAKI-1. Synergy scores: CSS=-9.46, Synergy_ZIP=-0.963, Synergy_Bliss=-11.2, Synergy_Loewe=-10.6, Synergy_HSA=-11.1. (3) Drug 1: C1=NC2=C(N1)C(=S)N=C(N2)N. Drug 2: C1CCC(C(C1)N)N.C(=O)(C(=O)[O-])[O-].[Pt+4]. Cell line: EKVX. Synergy scores: CSS=39.7, Synergy_ZIP=10.4, Synergy_Bliss=10.7, Synergy_Loewe=12.5, Synergy_HSA=13.7.